Dataset: Full USPTO retrosynthesis dataset with 1.9M reactions from patents (1976-2016). Task: Predict the reactants needed to synthesize the given product. The reactants are: [C:1]([C:5]1[CH:6]=[C:7]2[C:12](=[C:13]([F:15])[CH:14]=1)[C:11](=[O:16])[N:10]([C:17]1[N:24]=[CH:23][CH:22]=[C:21](Cl)[C:18]=1[CH:19]=[O:20])[N:9]=[CH:8]2)([CH3:4])([CH3:3])[CH3:2].[CH2:26]([C@H:28]1[CH2:33][N:32]([CH:34]2[CH2:37][O:36][CH2:35]2)[CH2:31][CH2:30][N:29]1[C:38]1[CH:39]=[CH:40][C:41]([NH:44][C:45]2[C:46](=[O:61])[N:47]([CH3:60])[CH:48]=[C:49](B3OC(C)(C)C(C)(C)O3)[CH:50]=2)=[N:42][CH:43]=1)[CH3:27].[O-]P([O-])([O-])=O.[K+].[K+].[K+].CC([O-])=O.[Na+]. Given the product [C:1]([C:5]1[CH:6]=[C:7]2[C:12](=[C:13]([F:15])[CH:14]=1)[C:11](=[O:16])[N:10]([C:17]1[N:24]=[CH:23][CH:22]=[C:21]([C:49]3[CH:50]=[C:45]([NH:44][C:41]4[CH:40]=[CH:39][C:38]([N:29]5[CH2:30][CH2:31][N:32]([CH:34]6[CH2:35][O:36][CH2:37]6)[CH2:33][C@@H:28]5[CH2:26][CH3:27])=[CH:43][N:42]=4)[C:46](=[O:61])[N:47]([CH3:60])[CH:48]=3)[C:18]=1[CH:19]=[O:20])[N:9]=[CH:8]2)([CH3:4])([CH3:3])[CH3:2], predict the reactants needed to synthesize it.